This data is from Peptide-MHC class I binding affinity with 185,985 pairs from IEDB/IMGT. The task is: Regression. Given a peptide amino acid sequence and an MHC pseudo amino acid sequence, predict their binding affinity value. This is MHC class I binding data. The peptide sequence is DLNAVTTNNL. The MHC is HLA-A02:03 with pseudo-sequence HLA-A02:03. The binding affinity (normalized) is 0.317.